Task: Predict the reaction yield, written as a fraction of the theoretical maximum amount of product (1.0 means a 100% yield; for example, 0.34 means a 34% yield).. Dataset: Reaction yield outcomes from USPTO patents with 853,638 reactions (1) The reactants are C(OC([N:8]1[CH2:13][CH2:12][CH:11]([C:14](=[O:18])[N:15]([CH3:17])[CH3:16])[CH2:10][CH2:9]1)=O)(C)(C)C.[ClH:19].CO. No catalyst specified. The product is [ClH:19].[CH3:16][N:15]([CH3:17])[C:14]([CH:11]1[CH2:10][CH2:9][NH:8][CH2:13][CH2:12]1)=[O:18]. The yield is 0.999. (2) The reactants are [CH3:1][O:2][C:3]1[CH:8]=[CH:7][C:6]([C:9]2[C:17]3[O:16][CH:15]=[CH:14][C:13]=3[CH:12]=[C:11]([CH3:18])[CH:10]=2)=[CH:5][CH:4]=1.C1C(=O)N(Br)C(=[O:22])C1.OP([O-])([O-])=O.[K+].[K+]. The catalyst is C(Cl)(Cl)(Cl)Cl.CC(N=NC(C#N)(C)C)(C#N)C. The product is [CH3:1][O:2][C:3]1[CH:4]=[CH:5][C:6]([C:9]2[C:17]3[O:16][CH:15]=[CH:14][C:13]=3[CH:12]=[C:11]([CH:18]=[O:22])[CH:10]=2)=[CH:7][CH:8]=1. The yield is 0.670. (3) The reactants are C([N:4]1[C:12]2[C:7](=[C:8]([Br:13])[CH:9]=[CH:10][CH:11]=2)[C:6](=O)[CH2:5]1)(=O)C.BrBr.[CH2:17]([NH2:20])[CH2:18][NH2:19].C(N(CC)CC)C. The catalyst is C(Cl)Cl.CO. The yield is 0.550. The product is [Br:13][C:8]1[C:7]2[C:6]3[N:20]=[CH:17][CH:18]=[N:19][C:5]=3[NH:4][C:12]=2[CH:11]=[CH:10][CH:9]=1. (4) The reactants are C1(P(C2C=CC=CC=2)C2C=CC=CC=2)C=CC=CC=1.[OH:20][C:21]1[C:22]([CH2:34][CH:35]=[C:36]([CH3:39])[CH2:37]O)=[C:23]([O:32][CH3:33])[C:24]([CH3:31])=[C:25]2[C:29]=1[C:28](=[O:30])[O:27][CH2:26]2.C(Br)(Br)(Br)[Br:41]. The catalyst is ClCCl. The product is [Br:41][CH2:37][C:36]([CH3:39])=[CH:35][CH2:34][C:22]1[C:21]([OH:20])=[C:29]2[C:25]([CH2:26][O:27][C:28]2=[O:30])=[C:24]([CH3:31])[C:23]=1[O:32][CH3:33]. The yield is 0.420. (5) The reactants are [Br-:1].[Br-].[Br-].C1([N+](C)(C)C)C=CC=CC=1.C1([N+](C)(C)C)C=CC=CC=1.C1([N+](C)(C)C)C=CC=CC=1.[F:34][C:35]1[CH:40]=[CH:39][C:38]([C:41]2([CH3:46])[O:45][CH2:44][CH2:43][O:42]2)=[CH:37][C:36]=1[S:47]([NH2:50])(=[O:49])=[O:48]. The catalyst is CC#N. The product is [Br:1][CH2:46][C:41]1([C:38]2[CH:39]=[CH:40][C:35]([F:34])=[C:36]([S:47]([NH2:50])(=[O:49])=[O:48])[CH:37]=2)[O:45][CH2:44][CH2:43][O:42]1. The yield is 0.620. (6) The catalyst is ClCCl. The product is [Cl:20][C:7]1[C:6]([CH2:4][OH:3])=[C:11]([CH3:12])[N:10]=[C:9]2[S:13][C:14]3[CH2:19][CH2:18][CH2:17][CH2:16][C:15]=3[C:8]=12. The yield is 0.770. The reactants are C([O:3][C:4]([C:6]1[C:7]([Cl:20])=[C:8]2[C:15]3[CH2:16][CH2:17][CH2:18][CH2:19][C:14]=3[S:13][C:9]2=[N:10][C:11]=1[CH3:12])=O)C.[H-].C([Al+]CC(C)C)C(C)C.